From a dataset of Retrosynthesis with 50K atom-mapped reactions and 10 reaction types from USPTO. Predict the reactants needed to synthesize the given product. (1) The reactants are: COC(=O)c1cccc(C(=O)c2c(-c3cccnc3)nn3cc(OC)ccc23)n1. Given the product COC(=O)c1cccc(C(O)c2c(-c3cccnc3)nn3cc(OC)ccc23)n1, predict the reactants needed to synthesize it. (2) Given the product c1ccc(N2CCNCC2)cc1, predict the reactants needed to synthesize it. The reactants are: Brc1ccccc1.C1CNCCN1.